Dataset: Full USPTO retrosynthesis dataset with 1.9M reactions from patents (1976-2016). Task: Predict the reactants needed to synthesize the given product. (1) Given the product [CH3:26][C:24]1[CH:23]=[C:22]([C:27]2[S:31][CH:30]=[N:29][CH:28]=2)[N:21]=[C:20]([NH:19][C:15]2[CH:14]=[C:13]([C:11]3[CH:12]=[N:8][NH:9][CH:10]=3)[CH:18]=[CH:17][N:16]=2)[CH:25]=1, predict the reactants needed to synthesize it. The reactants are: COC1C=CC(C[N:8]2[CH:12]=[C:11]([C:13]3[CH:18]=[CH:17][N:16]=[C:15]([NH:19][C:20]4[CH:25]=[C:24]([CH3:26])[CH:23]=[C:22]([C:27]5[S:31][CH:30]=[N:29][CH:28]=5)[N:21]=4)[CH:14]=3)[CH:10]=[N:9]2)=CC=1. (2) The reactants are: O[C:2]1[CH:11]=[CH:10][C:9]2[C:4](=[CH:5][CH:6]=[CH:7][CH:8]=2)[C:3]=1[CH:12]=O.[NH2:14][C:15]1[CH:20]=[CH:19][CH:18]=[C:17]([CH3:21])[CH:16]=1.C([OH:24])C. Given the product [OH:24][C:16]1[C:17]([CH3:21])=[CH:18][CH:19]=[CH:20][C:15]=1[N:14]=[CH:12][C:3]1[C:4]2[C:9](=[CH:8][CH:7]=[CH:6][CH:5]=2)[CH:10]=[CH:11][CH:2]=1, predict the reactants needed to synthesize it. (3) Given the product [Br:8][C:5]1[CH:4]=[N:3][C:2]([C:9]2[CH:14]=[CH:13][CH:12]=[CH:11][CH:10]=2)=[CH:7][CH:6]=1, predict the reactants needed to synthesize it. The reactants are: Br[C:2]1[CH:7]=[CH:6][C:5]([Br:8])=[CH:4][N:3]=1.[C:9]1(B(O)O)[CH:14]=[CH:13][CH:12]=[CH:11][CH:10]=1.C(=O)([O-])[O-].[Na+].[Na+]. (4) The reactants are: [CH2:1]([O:8][C:9]1[CH:10]=[C:11]([CH:14]=[C:15]([O:17][CH3:18])[CH:16]=1)[CH:12]=O)[C:2]1[CH:7]=[CH:6][CH:5]=[CH:4][CH:3]=1.C1(P(=[CH:38][C:39]([O:41][CH2:42][CH3:43])=[O:40])(C2C=CC=CC=2)C2C=CC=CC=2)C=CC=CC=1. Given the product [CH2:1]([O:8][C:9]1[CH:10]=[C:11]([CH:12]=[CH:38][C:39]([O:41][CH2:42][CH3:43])=[O:40])[CH:14]=[C:15]([O:17][CH3:18])[CH:16]=1)[C:2]1[CH:7]=[CH:6][CH:5]=[CH:4][CH:3]=1, predict the reactants needed to synthesize it. (5) Given the product [C:12]([C:2]1[N:7]=[CH:6][C:5]([OH:8])=[CH:4][C:3]=1[F:9])#[N:13], predict the reactants needed to synthesize it. The reactants are: Cl[C:2]1[N:7]=[CH:6][C:5]([OH:8])=[CH:4][C:3]=1[F:9].N.Cl.[CH3:12][N:13](C)C(=O)C. (6) Given the product [CH2:1]([O:3][C:4](=[O:16])[CH2:5][O:6][C:7]1[CH:12]=[CH:11][C:10]([N:13]([CH3:14])[CH2:18][C:19]2[S:23][C:22]([C:24]3[CH:29]=[CH:28][C:27]([C:30]([F:33])([F:32])[F:31])=[CH:26][CH:25]=3)=[N:21][C:20]=2[CH3:34])=[CH:9][C:8]=1[CH3:15])[CH3:2], predict the reactants needed to synthesize it. The reactants are: [CH2:1]([O:3][C:4](=[O:16])[CH2:5][O:6][C:7]1[CH:12]=[CH:11][C:10]([NH:13][CH3:14])=[CH:9][C:8]=1[CH3:15])[CH3:2].Cl[CH2:18][C:19]1[S:23][C:22]([C:24]2[CH:29]=[CH:28][C:27]([C:30]([F:33])([F:32])[F:31])=[CH:26][CH:25]=2)=[N:21][C:20]=1[CH3:34].[Na+].[I-].[H-].[Na+].